Regression. Given two drug SMILES strings and cell line genomic features, predict the synergy score measuring deviation from expected non-interaction effect. From a dataset of NCI-60 drug combinations with 297,098 pairs across 59 cell lines. (1) Drug 1: CC1OCC2C(O1)C(C(C(O2)OC3C4COC(=O)C4C(C5=CC6=C(C=C35)OCO6)C7=CC(=C(C(=C7)OC)O)OC)O)O. Drug 2: C1=C(C(=O)NC(=O)N1)F. Cell line: RXF 393. Synergy scores: CSS=42.2, Synergy_ZIP=-11.4, Synergy_Bliss=-2.01, Synergy_Loewe=1.20, Synergy_HSA=2.76. (2) Drug 1: CC1=CC=C(C=C1)C2=CC(=NN2C3=CC=C(C=C3)S(=O)(=O)N)C(F)(F)F. Drug 2: CNC(=O)C1=NC=CC(=C1)OC2=CC=C(C=C2)NC(=O)NC3=CC(=C(C=C3)Cl)C(F)(F)F. Cell line: HCT-15. Synergy scores: CSS=-6.61, Synergy_ZIP=2.84, Synergy_Bliss=-0.792, Synergy_Loewe=-1.53, Synergy_HSA=-6.26.